Predict the reactants needed to synthesize the given product. From a dataset of Full USPTO retrosynthesis dataset with 1.9M reactions from patents (1976-2016). (1) Given the product [Cl:1][C:2]1[CH:3]=[CH:4][C:5]2[N:6]([C:10]([C:11]3[CH:16]=[C:15]([O:17][CH3:18])[CH:14]=[CH:13][C:12]=3[O:19][CH3:20])=[N:9][N:8]=2)[N:7]=1, predict the reactants needed to synthesize it. The reactants are: [Cl:1][C:2]1[N:7]=[N:6][C:5]([NH:8][NH:9][C:10](=O)[C:11]2[CH:16]=[C:15]([O:17][CH3:18])[CH:14]=[CH:13][C:12]=2[O:19][CH3:20])=[CH:4][CH:3]=1. (2) Given the product [F:34][C:35]1[C:36]([F:53])=[CH:37][C:38]2[O:52][CH2:51][C:41]3([C:49]4[C:44](=[CH:45][CH:46]=[CH:47][CH:48]=4)[N:43]([CH2:12][CH:13]4[CH2:14][CH2:15][N:16]([C:19]([O:21][C:22]([CH3:23])([CH3:24])[CH3:25])=[O:20])[CH2:17][CH2:18]4)[C:42]3=[O:50])[C:39]=2[CH:40]=1, predict the reactants needed to synthesize it. The reactants are: S(O[CH2:12][CH:13]1[CH2:18][CH2:17][N:16]([C:19]([O:21][C:22]([CH3:25])([CH3:24])[CH3:23])=[O:20])[CH2:15][CH2:14]1)(C1C=CC(C)=CC=1)(=O)=O.BrCC1CCCCO1.[F:34][C:35]1[C:36]([F:53])=[CH:37][C:38]2[O:52][CH2:51][C:41]3([C:49]4[C:44](=[CH:45][CH:46]=[CH:47][CH:48]=4)[NH:43][C:42]3=[O:50])[C:39]=2[CH:40]=1. (3) Given the product [F:7][C:8]1[CH:13]=[C:12]([C:14]([OH:2])=[O:15])[CH:11]=[CH:10][N:9]=1, predict the reactants needed to synthesize it. The reactants are: [Mn]([O-])(=O)(=O)=[O:2].[K+].[F:7][C:8]1[CH:13]=[C:12]([CH3:14])[CH:11]=[CH:10][N:9]=1.[OH2:15]. (4) Given the product [NH2:21][C:17]1[N:16]=[C:15]([C:9]2[C:8]([C:4]3[CH:3]=[C:2]([NH:1][C:30]([NH:29][C:27]4[CH:26]=[CH:25][C:24]([I:32])=[C:23]([F:22])[CH:28]=4)=[O:31])[CH:7]=[CH:6][CH:5]=3)=[CH:12][N:11]([CH2:13][CH3:14])[N:10]=2)[CH:20]=[CH:19][N:18]=1, predict the reactants needed to synthesize it. The reactants are: [NH2:1][C:2]1[CH:3]=[C:4]([C:8]2[C:9]([C:15]3[CH:20]=[CH:19][N:18]=[C:17]([NH2:21])[N:16]=3)=[N:10][N:11]([CH2:13][CH3:14])[CH:12]=2)[CH:5]=[CH:6][CH:7]=1.[F:22][C:23]1[CH:28]=[C:27]([N:29]=[C:30]=[O:31])[CH:26]=[CH:25][C:24]=1[I:32]. (5) Given the product [F:1][C:2]1[CH:3]=[C:4]([C:8]#[C:9][C:10]2[CH:23]=[CH:22][N:13]3[C:14](=[O:21])[C:15]([C:18]([Cl:27])=[O:19])=[CH:16][N:17]=[C:12]3[CH:11]=2)[CH:5]=[CH:6][CH:7]=1, predict the reactants needed to synthesize it. The reactants are: [F:1][C:2]1[CH:3]=[C:4]([C:8]#[C:9][C:10]2[CH:23]=[CH:22][N:13]3[C:14](=[O:21])[C:15]([C:18](O)=[O:19])=[CH:16][N:17]=[C:12]3[CH:11]=2)[CH:5]=[CH:6][CH:7]=1.C(Cl)(=O)C([Cl:27])=O. (6) Given the product [CH2:35]([N:62]1[CH2:63][CH:59]([C:54]2[CH:55]=[CH:56][C:57]([Cl:58])=[C:52]([Cl:51])[CH:53]=2)[CH:60]([CH:64]([O:20][C:21]2[CH:28]=[CH:27][C:24]([C:25]#[N:26])=[CH:23][N:22]=2)[CH3:65])[CH2:61]1)[C:32]1[CH:33]=[CH:34][CH:29]=[CH:30][CH:31]=1, predict the reactants needed to synthesize it. The reactants are: C1C=CC(P(C2C=CC=CC=2)C2C=CC=CC=2)=CC=1.[OH:20][C:21]1[CH:28]=[CH:27][C:24]([C:25]#[N:26])=[CH:23][N:22]=1.[CH:29]1[CH:34]=[CH:33][C:32]([CH2:35]OC(/N=N/C(O[CH2:35][C:32]2[CH:33]=[CH:34][CH:29]=[CH:30][CH:31]=2)=O)=O)=[CH:31][CH:30]=1.[Cl:51][C:52]1[CH:53]=[C:54]([CH:59]2[CH2:63][NH:62][CH2:61][CH:60]2[CH:64](O)[CH3:65])[CH:55]=[CH:56][C:57]=1[Cl:58]. (7) Given the product [Cl:1][C:2]1[N:3]=[C:4]2[CH:9]=[CH:8][C:7]([C:10]3[CH:11]=[N:12][CH:13]=[N:14][CH:15]=3)=[N:6][N:5]2[C:16]=1[C:17]1[N:18]=[C:19]([CH3:24])[N:20]=[C:21]([NH2:25])[CH:22]=1, predict the reactants needed to synthesize it. The reactants are: [Cl:1][C:2]1[N:3]=[C:4]2[CH:9]=[CH:8][C:7]([C:10]3[CH:11]=[N:12][CH:13]=[N:14][CH:15]=3)=[N:6][N:5]2[C:16]=1[C:17]1[CH:22]=[C:21](Cl)[N:20]=[C:19]([CH3:24])[N:18]=1.[NH3:25].CO. (8) Given the product [CH:12]1[C:13]2[CH:14]([CH2:16][O:17][C:18]([N:20]3[CH2:25][CH2:24][N:23]([C:26]4[NH:31][C:30](=[O:32])[C:29]5[N:33]([CH2:36][C:37]([OH:39])=[O:38])[CH:34]=[N:35][C:28]=5[CH:27]=4)[CH2:22][CH2:21]3)=[O:19])[C:15]3[C:7](=[CH:6][CH:5]=[CH:4][CH:3]=3)[C:8]=2[CH:9]=[CH:10][CH:11]=1, predict the reactants needed to synthesize it. The reactants are: [Li+].[OH-].[CH:3]1[C:15]2[CH:14]([CH2:16][O:17][C:18]([N:20]3[CH2:25][CH2:24][N:23]([C:26]4[NH:31][C:30](=[O:32])[C:29]5[N:33]([CH2:36][C:37]([O:39]CC)=[O:38])[CH:34]=[N:35][C:28]=5[CH:27]=4)[CH2:22][CH2:21]3)=[O:19])[C:13]3[C:8](=[CH:9][CH:10]=[CH:11][CH:12]=3)[C:7]=2[CH:6]=[CH:5][CH:4]=1.Cl.O1CCCC1. (9) Given the product [F:1][C:2]1[CH:7]=[C:6]([F:8])[CH:5]=[CH:4][C:3]=1[C:9]([C:11]1[CH:16]=[CH:15][C:14]([O:17][CH3:18])=[CH:13][CH:12]=1)=[N:20][OH:21], predict the reactants needed to synthesize it. The reactants are: [F:1][C:2]1[CH:7]=[C:6]([F:8])[CH:5]=[CH:4][C:3]=1[C:9]([C:11]1[CH:16]=[CH:15][C:14]([O:17][CH3:18])=[CH:13][CH:12]=1)=O.Cl.[NH2:20][OH:21].N1C=CC=CC=1.